Dataset: Catalyst prediction with 721,799 reactions and 888 catalyst types from USPTO. Task: Predict which catalyst facilitates the given reaction. (1) Reactant: C(NC(C)C)(C)C.C([Li])CCC.[C:13](#[N:16])[CH2:14][CH3:15].[F:17][C:18]1[CH:23]=[CH:22][C:21]([F:24])=[CH:20][C:19]=1[C:25](=[O:32])[CH2:26][N:27]1[CH:31]=[N:30][CH:29]=[N:28]1.P([O-])([O-])([O-])=O. Product: [F:17][C:18]1[CH:23]=[CH:22][C:21]([F:24])=[CH:20][C:19]=1[C:25]([OH:32])([CH2:26][N:27]1[CH:31]=[N:30][CH:29]=[N:28]1)[CH:14]([CH3:15])[C:13]#[N:16]. The catalyst class is: 134. (2) Product: [NH:1]1[C:2]2=[CH:3][S:4][CH:5]=[C:6]2[NH:7][C:23]1=[O:24]. The catalyst class is: 66. Reactant: [NH2:1][C:2]1[C:6]([NH2:7])=[CH:5][S:4][CH:3]=1.C1(N)C(F)=C(F)C(F)=C(N)C=1F.Cl.Cl.N[C:23](N)=[O:24]. (3) Reactant: C(N(CC)CC)C.[CH:8]1([O:13][C:14]2[C:19]([O:20][CH3:21])=[CH:18][CH:17]=[CH:16][C:15]=2/[CH:22]=[CH:23]/[C:24]([OH:26])=O)[CH2:12][CH2:11][CH2:10][CH2:9]1.C1(P([N:41]=[N+:42]=[N-:43])(C2C=CC=CC=2)=O)C=CC=CC=1. Product: [CH:8]1([O:13][C:14]2[C:19]([O:20][CH3:21])=[CH:18][CH:17]=[CH:16][C:15]=2/[CH:22]=[CH:23]/[C:24]([N:41]=[N+:42]=[N-:43])=[O:26])[CH2:12][CH2:11][CH2:10][CH2:9]1. The catalyst class is: 11.